Task: Predict the reactants needed to synthesize the given product.. Dataset: Full USPTO retrosynthesis dataset with 1.9M reactions from patents (1976-2016) (1) Given the product [C:1]([O:5][C:6](=[O:20])[NH:7][C:8]1[CH:13]=[C:12]([CH3:14])[C:11]([C:15]([F:18])([F:17])[F:16])=[CH:10][C:9]=1[NH:19][C:26](=[O:25])[CH2:27][C:28](=[O:40])[C:29]1[CH:34]=[CH:33][CH:32]=[C:31]([N:35]2[CH:39]=[CH:38][CH:37]=[N:36]2)[CH:30]=1)([CH3:4])([CH3:2])[CH3:3], predict the reactants needed to synthesize it. The reactants are: [C:1]([O:5][C:6](=[O:20])[NH:7][C:8]1[CH:13]=[C:12]([CH3:14])[C:11]([C:15]([F:18])([F:17])[F:16])=[CH:10][C:9]=1[NH2:19])([CH3:4])([CH3:3])[CH3:2].C([O:25][C:26](=O)[CH2:27][C:28](=[O:40])[C:29]1[CH:34]=[CH:33][CH:32]=[C:31]([N:35]2[CH:39]=[CH:38][CH:37]=[N:36]2)[CH:30]=1)(C)(C)C. (2) Given the product [O:22]=[C:21]1[C:13]2[NH:14][C:15]3[CH:16]=[CH:17][CH:18]=[CH:19][C:20]=3[C:12]=2[N:11]=[C:10]([S:23][CH2:27][C:28]([OH:30])=[O:29])[N:9]1[CH2:1][CH2:2][C:3]1[CH:4]=[CH:5][CH:6]=[CH:7][CH:8]=1, predict the reactants needed to synthesize it. The reactants are: [CH2:1]([N:9]1[C:21](=[O:22])[C:13]2[NH:14][C:15]3[CH:16]=[CH:17][CH:18]=[CH:19][C:20]=3[C:12]=2[NH:11][C:10]1=[S:23])[CH2:2][C:3]1[CH:8]=[CH:7][CH:6]=[CH:5][CH:4]=1.[OH-].[K+].Cl[CH2:27][C:28]([OH:30])=[O:29]. (3) Given the product [CH:3]1([OH:12])[CH2:4][CH2:11][CH2:10][CH2:9][CH2:8][CH2:5][CH2:6]1.[C:3]1(=[O:12])[CH2:4][CH2:11][CH2:10][CH2:9][CH2:8][CH2:5][CH2:6]1.[CH2:23]1[CH2:30][CH2:29][CH2:28][CH2:27][CH2:26][CH2:25][CH2:24]1, predict the reactants needed to synthesize it. The reactants are: ON1[C:6](=O)[C:5]2=[CH:8][CH:9]=[CH:10][CH:11]=[C:4]2[C:3]1=[O:12].C(OOC(C)(C)C)(C)(C)C.[CH2:23]1[CH2:30][CH2:29][CH2:28][CH2:27][CH2:26][CH2:25][CH2:24]1. (4) Given the product [Cl:1][C:2]1[C:6]([CH3:7])=[CH:5][S:4][C:3]=1[C:8]([N:32]1[CH2:37][CH2:36][O:35][CH2:34][CH2:33]1)=[O:10], predict the reactants needed to synthesize it. The reactants are: [Cl:1][C:2]1[C:6]([CH3:7])=[CH:5][S:4][C:3]=1[C:8]([OH:10])=O.CCN=C=NCCCN(C)C.C1C=CC2N(O)N=NC=2C=1.[NH:32]1[CH2:37][CH2:36][O:35][CH2:34][CH2:33]1. (5) Given the product [P:35]([OH:38])([OH:37])([OH:36])=[O:34].[Cl:1][C:2]1[C:3]([C:30]([F:33])([F:31])[F:32])=[C:4]([N:8]2[CH2:9][CH2:10][N:11]([CH2:14][CH2:15][CH2:16][CH2:17][O:18][C:19]3[N:28]=[C:27]4[C:22]([CH:23]=[CH:24][C:25](=[O:29])[NH:26]4)=[CH:21][CH:20]=3)[CH2:12][CH2:13]2)[CH:5]=[CH:6][CH:7]=1, predict the reactants needed to synthesize it. The reactants are: [Cl:1][C:2]1[C:3]([C:30]([F:33])([F:32])[F:31])=[C:4]([N:8]2[CH2:13][CH2:12][N:11]([CH2:14][CH2:15][CH2:16][CH2:17][O:18][C:19]3[N:28]=[C:27]4[C:22]([CH:23]=[CH:24][C:25](=[O:29])[NH:26]4)=[CH:21][CH:20]=3)[CH2:10][CH2:9]2)[CH:5]=[CH:6][CH:7]=1.[OH:34][P:35]([OH:38])([OH:37])=[O:36]. (6) Given the product [F:13][C:14]1([F:25])[CH2:15][CH2:16][C:17]([CH3:1])([C:20]([O:22][CH2:23][CH3:24])=[O:21])[CH2:18][CH2:19]1, predict the reactants needed to synthesize it. The reactants are: [CH2:1]([Li])CCC.C(NC(C)C)(C)C.[F:13][C:14]1([F:25])[CH2:19][CH2:18][CH:17]([C:20]([O:22][CH2:23][CH3:24])=[O:21])[CH2:16][CH2:15]1.IC. (7) Given the product [Cl:1][C:2]1[N:6]([CH2:26][CH2:25][NH:24][C:23](=[O:28])[O:22][C:18]([CH3:21])([CH3:20])[CH3:19])[CH:5]=[C:4]([C:7]#[N:8])[C:3]=1[C:9]1[CH:14]=[CH:13][CH:12]=[C:11]([F:15])[CH:10]=1, predict the reactants needed to synthesize it. The reactants are: [Cl:1][C:2]1[NH:6][CH:5]=[C:4]([C:7]#[N:8])[C:3]=1[C:9]1[CH:14]=[CH:13][CH:12]=[C:11]([F:15])[CH:10]=1.[OH-].[Na+].[C:18]([O:22][C:23](=[O:28])[NH:24][CH2:25][CH2:26]Br)([CH3:21])([CH3:20])[CH3:19].